Dataset: Peptide-MHC class II binding affinity with 134,281 pairs from IEDB. Task: Regression. Given a peptide amino acid sequence and an MHC pseudo amino acid sequence, predict their binding affinity value. This is MHC class II binding data. The peptide sequence is EKKYFASTQFEPLAA. The MHC is HLA-DPA10201-DPB10101 with pseudo-sequence HLA-DPA10201-DPB10101. The binding affinity (normalized) is 0.994.